This data is from Full USPTO retrosynthesis dataset with 1.9M reactions from patents (1976-2016). The task is: Predict the reactants needed to synthesize the given product. (1) Given the product [CH2:1]([N:8]1[CH2:13][CH2:12][CH:11]([NH:14][C:15]2[CH:20]=[CH:19][CH:18]=[CH:17][C:16]=2[C:28](=[O:38])[CH:27]([Cl:26])[CH2:30][CH3:31])[CH2:10][CH2:9]1)[C:2]1[CH:7]=[CH:6][CH:5]=[CH:4][CH:3]=1, predict the reactants needed to synthesize it. The reactants are: [CH2:1]([N:8]1[CH2:13][CH2:12][CH:11]([NH:14][C:15]2[CH:20]=[CH:19][C:18](F)=[CH:17][CH:16]=2)[CH2:10][CH2:9]1)[C:2]1[CH:7]=[CH:6][CH:5]=[CH:4][CH:3]=1.B(Cl)(Cl)Cl.[Cl:26][CH:27]([CH2:30][CH3:31])[C:28]#N.[Cl-].[Cl-].[Cl-].[Al+3].Cl.C(=O)([O-])[O-:38].[Na+].[Na+]. (2) Given the product [F:8][C:9]1[CH:14]=[C:13]([N:15]2[CH:19]=[N:18][N:17]=[N:16]2)[CH:12]=[CH:11][C:10]=1[C:20]1[CH:21]=[CH:22][C:23]2[O:27][C:26]([CH:28]3[CH2:29][CH2:30][N:31]([C:35](=[O:39])[CH:36]([CH3:38])[CH3:37])[CH2:32][CH2:33]3)=[N:25][C:24]=2[CH:34]=1, predict the reactants needed to synthesize it. The reactants are: FC(F)(F)C(O)=O.[F:8][C:9]1[CH:14]=[C:13]([N:15]2[CH:19]=[N:18][N:17]=[N:16]2)[CH:12]=[CH:11][C:10]=1[C:20]1[CH:21]=[CH:22][C:23]2[O:27][C:26]([CH:28]3[CH2:33][CH2:32][NH:31][CH2:30][CH2:29]3)=[N:25][C:24]=2[CH:34]=1.[C:35](O)(=[O:39])[CH:36]([CH3:38])[CH3:37].CCN=C=NCCCN(C)C.Cl.C1C=CC2N(O)N=NC=2C=1. (3) The reactants are: [NH2:1][C:2]1[N:19]=[C:5]2[CH:6]=[N:7][C:8]([C:10]3[CH:15]=[C:14]([CH3:16])[C:13]([OH:17])=[C:12]([CH3:18])[CH:11]=3)=[CH:9][N:4]2[N:3]=1.Br[C:21]1[CH:26]=[CH:25][CH:24]=[CH:23][C:22]=1[O:27][CH3:28].C(=O)([O-])[O-].[Cs+].[Cs+]. Given the product [CH3:28][O:27][C:22]1[CH:23]=[CH:24][CH:25]=[CH:26][C:21]=1[NH:1][C:2]1[N:19]=[C:5]2[CH:6]=[N:7][C:8]([C:10]3[CH:11]=[C:12]([CH3:18])[C:13]([OH:17])=[C:14]([CH3:16])[CH:15]=3)=[CH:9][N:4]2[N:3]=1, predict the reactants needed to synthesize it. (4) Given the product [Br:4][C:5]1[CH:12]=[CH:11][C:8]([C:18](=[O:17])[CH3:19])=[C:7]([Cl:13])[CH:6]=1, predict the reactants needed to synthesize it. The reactants are: C[Mg]I.[Br:4][C:5]1[CH:12]=[CH:11][C:8](C#N)=[C:7]([Cl:13])[CH:6]=1.Cl.C([O:17][CH2:18][CH3:19])C. (5) Given the product [Si:24]([O:18][N:17]=[C:12]1[CH2:11][C:10]2[C:14](=[CH:15][C:7]([CH3:6])=[CH:8][CH:9]=2)[C:13]1=[O:16])([C:27]([CH3:30])([CH3:29])[CH3:28])([CH3:26])[CH3:25], predict the reactants needed to synthesize it. The reactants are: CN(C)C=O.[CH3:6][C:7]1[CH:15]=[C:14]2[C:10]([CH2:11][C:12](=[N:17][OH:18])[C:13]2=[O:16])=[CH:9][CH:8]=1.N1C=CN=C1.[Si:24](Cl)([C:27]([CH3:30])([CH3:29])[CH3:28])([CH3:26])[CH3:25].